Dataset: Full USPTO retrosynthesis dataset with 1.9M reactions from patents (1976-2016). Task: Predict the reactants needed to synthesize the given product. (1) Given the product [CH3:12][N:11]1[C:10]2[C:2](=[CH:3][CH:4]=[C:5]3[C:9]=2[N:8]([CH2:16][C@@H:17]([NH:19][C:20](=[O:29])[O:21][CH2:22][C:23]2[CH:28]=[CH:27][CH:26]=[CH:25][CH:24]=2)[CH3:18])[N:7]=[CH:6]3)[O:15][CH2:14][CH2:13]1, predict the reactants needed to synthesize it. The reactants are: O[C:2]1[C:10]([N:11]([CH2:13][CH2:14][OH:15])[CH3:12])=[C:9]2[C:5]([CH:6]=[N:7][N:8]2[CH2:16][C@@H:17]([NH:19][C:20](=[O:29])[O:21][CH2:22][C:23]2[CH:28]=[CH:27][CH:26]=[CH:25][CH:24]=2)[CH3:18])=[CH:4][CH:3]=1.C1(P(C2C=CC=CC=2)C2C=CC=CC=2)C=CC=CC=1.N(C(OCC)=O)=NC(OCC)=O.[Cl-].[NH4+]. (2) Given the product [CH3:30][N:31]1[CH:35]=[C:34]([C:2]2[CH:3]=[CH:4][C:5]3[N:6]([C:8]([CH:11]([C:13]4[CH:21]=[CH:20][C:19]5[C:15](=[CH:16][N:17]([CH2:22][O:23][CH2:24][CH2:25][Si:26]([CH3:28])([CH3:29])[CH3:27])[N:18]=5)[CH:14]=4)[OH:12])=[CH:9][N:10]=3)[N:7]=2)[CH:33]=[N:32]1, predict the reactants needed to synthesize it. The reactants are: Cl[C:2]1[CH:3]=[CH:4][C:5]2[N:6]([C:8]([CH:11]([C:13]3[CH:21]=[CH:20][C:19]4[C:15](=[CH:16][N:17]([CH2:22][O:23][CH2:24][CH2:25][Si:26]([CH3:29])([CH3:28])[CH3:27])[N:18]=4)[CH:14]=3)[OH:12])=[CH:9][N:10]=2)[N:7]=1.[CH3:30][N:31]1[CH:35]=[C:34](B2OC(C)(C)C(C)(C)O2)[CH:33]=[N:32]1.C([O-])([O-])=O.[Na+].[Na+]. (3) Given the product [N:15]1([CH:13]([CH3:14])[CH2:12][N:8]2[C:9]3[C:4](=[CH:3][C:2]([NH2:1])=[CH:11][CH:10]=3)[CH2:5][CH2:6][CH2:7]2)[CH2:19][CH2:18][CH2:17][CH2:16]1, predict the reactants needed to synthesize it. The reactants are: [NH2:1][C:2]1[CH:3]=[C:4]2[C:9](=[CH:10][CH:11]=1)[N:8]([CH2:12][CH:13]([N:15]1[CH2:19][CH2:18][CH2:17][CH2:16]1)[CH3:14])[C:7](=O)[CH2:6][CH2:5]2.[H-].[H-].[H-].[H-].[Li+].[Al+3].[OH-].[Na+].[O-]S([O-])(=O)=O.[Na+].[Na+].